Dataset: Experimentally validated miRNA-target interactions with 360,000+ pairs, plus equal number of negative samples. Task: Binary Classification. Given a miRNA mature sequence and a target amino acid sequence, predict their likelihood of interaction. (1) The miRNA is hsa-miR-555 with sequence AGGGUAAGCUGAACCUCUGAU. The protein sequence of the target gene is MFTLTKALEKALLQHFIYMKVNIAYAINKPFPFFEALRDNSFITERMYKESLEACQNLVPLSKVVHNILTSLEQTFHPSVLLTLFSKVNLREYPSLVAIFRSFRNVGYTYEEKNRPPLTLLEDLANPAEGCSLQTLLPPPRPQISLPSHLSSAPRVCDPRATAQPIIEILDEQPSPSPRAVPLLGCIQEGKTTPVSSRDHQRKDKEDSREMPHSPSGPESVVKDDSPAANDLEMAREVPCTPANKKARRKKRPNWSNSKRRRQKKKPRQDEMMGVASPGHGVQEKLKAVSRRTLWKDDSS.... Result: 0 (no interaction). (2) The miRNA is cel-miR-236-3p with sequence UAAUACUGUCAGGUAAUGACGCU. The protein sequence of the target gene is MEDSPTMVRVDSPTMVRGENQVSPCQGRRCFPKALGYVTGDMKELANQLKDKPVVLQFIDWILRGISQVVFVNNPVSGILILVGLLVQNPWWALTGWLGTVVSTLMALLLSQDRSLIASGLYGYNATLVGVLMAVFSDKGDYFWWLLLPVCAMSMTCPIFSSALNSMLSKWDLPVFTLPFNMALSMYLSATGHYNPFFPAKLVIPITTAPNISWSDLSALELLKSIPVGVGQIYGCDNPWTGGIFLGAILLSSPLMCLHAAIGSLLGIAAGLSLSAPFEDIYFGLWGFNSSLACIAMGGM.... Result: 0 (no interaction).